The task is: Predict the reaction yield, written as a fraction of the theoretical maximum amount of product (1.0 means a 100% yield; for example, 0.34 means a 34% yield).. This data is from Reaction yield outcomes from USPTO patents with 853,638 reactions. (1) The reactants are [Br:1][C:2]1[C:3]([CH3:15])=[C:4]([C:7]([OH:14])=[C:8]([C:10]([CH3:13])([CH3:12])[CH3:11])[CH:9]=1)[CH:5]=[O:6].[H-].[Na+].I[CH:19]([CH3:21])[CH3:20].O. The catalyst is CN(C)C=O. The product is [Br:1][C:2]1[C:3]([CH3:15])=[C:4]([C:7]([O:14][CH:19]([CH3:21])[CH3:20])=[C:8]([C:10]([CH3:11])([CH3:12])[CH3:13])[CH:9]=1)[CH:5]=[O:6]. The yield is 0.640. (2) The reactants are ClC1C=CC2S[CH:7]=[C:8]([CH2:9][N:10]3[CH2:14][CH2:13][N:12]([C:15]4[S:16][C:17]([C:21]([OH:23])=O)=[C:18]([CH3:20])[N:19]=4)[C:11]3=[O:24])[C:4]=2C=1.[CH:27]1([CH2:30][N:31]2[CH2:35][CH2:34][N:33](C3SC(C(O)=O)=C(C)N=3)C2=O)[CH2:29][CH2:28]1.N1C=CC=C(CN)C=1. No catalyst specified. The product is [CH:8]1([CH2:9][N:10]2[CH2:14][CH2:13][N:12]([C:15]3[S:16][C:17]([C:21]([NH:33][CH2:34][C:35]4[CH:29]=[CH:28][CH:27]=[CH:30][N:31]=4)=[O:23])=[C:18]([CH3:20])[N:19]=3)[C:11]2=[O:24])[CH2:7][CH2:4]1. The yield is 0.640. (3) The reactants are [N:1]([CH2:4][C:5]1[CH:6]=[CH:7][C:8]([C:11](=[O:16])[CH2:12][CH:13]([CH3:15])[CH3:14])=[N:9][CH:10]=1)=[N+]=[N-].[ClH:17]. The catalyst is C(O)C.[Pd]. The product is [ClH:17].[NH2:1][CH2:4][C:5]1[CH:6]=[CH:7][C:8]([CH:11]([OH:16])[CH2:12][CH:13]([CH3:14])[CH3:15])=[N:9][CH:10]=1. The yield is 0.980. (4) The reactants are C([N:5]1[CH2:9][CH2:8][N:7]([C:10]2[CH:15]=[CH:14][C:13]([N:16]3[CH:21]=[C:20]([O:22][CH3:23])[C:19](=[O:24])[C:18]([C:25]4[N:29]([C:30]5[CH:35]=[CH:34][CH:33]=[CH:32][CH:31]=5)[N:28]=[CH:27][CH:26]=4)=[N:17]3)=[C:12]([F:36])[CH:11]=2)[C:6]1=[O:37])(C)(C)C. The catalyst is FC(F)(F)C(O)=O. The product is [F:36][C:12]1[CH:11]=[C:10]([N:7]2[CH2:8][CH2:9][NH:5][C:6]2=[O:37])[CH:15]=[CH:14][C:13]=1[N:16]1[CH:21]=[C:20]([O:22][CH3:23])[C:19](=[O:24])[C:18]([C:25]2[N:29]([C:30]3[CH:31]=[CH:32][CH:33]=[CH:34][CH:35]=3)[N:28]=[CH:27][CH:26]=2)=[N:17]1. The yield is 0.750. (5) The reactants are [NH2:1][C:2]1[CH:10]=[C:9]([O:11][CH3:12])[CH:8]=[C:7]([O:13][CH3:14])[C:3]=1[C:4]([NH2:6])=[O:5].C([Si](C)(C)[O:20][CH2:21][CH2:22][O:23][C:24]1[CH:31]=[CH:30][C:27]([CH:28]=O)=[CH:26][C:25]=1[Cl:32])(C)(C)C.O.C1(C)C=CC(S(O)(=O)=O)=CC=1.S([O-])(O)=O.[Na+]. The catalyst is O.CC(N(C)C)=O. The product is [Cl:32][C:25]1[CH:26]=[C:27]([C:28]2[NH:6][C:4](=[O:5])[C:3]3[C:2](=[CH:10][C:9]([O:11][CH3:12])=[CH:8][C:7]=3[O:13][CH3:14])[N:1]=2)[CH:30]=[CH:31][C:24]=1[O:23][CH2:22][CH2:21][OH:20]. The yield is 0.230. (6) The reactants are C([Si](C)(C)[O:6][CH2:7][CH2:8][NH:9][C:10]1[CH:17]=[CH:16][C:13]([C:14]#[N:15])=[C:12]([O:18][C:19]2[CH:24]=[CH:23][C:22]([B:25]3[O:29][C:28](C)(C)C(C)(C)[O:26]3)=[C:21](C=O)[CH:20]=2)[N:11]=1)(C)(C)C.C([Si](C)(C)OCCNC1C=CC(C#N)=C(OC2C=CC=C(C=O)C=2)N=1)(C)(C)C.[BH4-].[Na+].Cl. The catalyst is CO. The product is [OH:26][B:25]1[C:22]2[CH:23]=[CH:24][C:19]([O:18][C:12]3[N:11]=[C:10]([NH:9][CH2:8][CH2:7][OH:6])[CH:17]=[CH:16][C:13]=3[C:14]#[N:15])=[CH:20][C:21]=2[CH2:28][O:29]1. The yield is 0.290. (7) The reactants are [CH3:1][CH2:2][OH:3].[K].Cl[C:6]1[C:7]([C:16]([F:19])([F:18])[F:17])=[CH:8][C:9]([N+:13]([O-:15])=[O:14])=[C:10]([NH2:12])[CH:11]=1.Cl. The catalyst is O. The product is [CH2:2]([O:3][C:6]1[C:7]([C:16]([F:17])([F:19])[F:18])=[CH:8][C:9]([N+:13]([O-:15])=[O:14])=[C:10]([NH2:12])[CH:11]=1)[CH3:1]. The yield is 0.960.